Dataset: Reaction yield outcomes from USPTO patents with 853,638 reactions. Task: Predict the reaction yield, written as a fraction of the theoretical maximum amount of product (1.0 means a 100% yield; for example, 0.34 means a 34% yield). (1) The reactants are [Cl:1][C:2]1[CH:7]=[CH:6][CH:5]=[C:4]([N+:8]([O-:10])=[O:9])[C:3]=1[S:11][C:12]1[NH:13][CH:14]=[C:15]([N+:17]([O-:19])=[O:18])[N:16]=1.[CH3:20]N(C)C=O.C(=O)([O-])[O-].[K+].[K+].[F-].[Cs+].[C:33]([O:36][CH2:37][CH3:38])(=O)C. The catalyst is O. The product is [Cl:1][C:2]1[CH:7]=[CH:6][CH:5]=[C:4]([N+:8]([O-:10])=[O:9])[C:3]=1[S:11][C:12]1[N:13]([CH2:20][C@:37]2([CH3:38])[CH2:33][O:36]2)[CH:14]=[C:15]([N+:17]([O-:19])=[O:18])[N:16]=1. The yield is 0.610. (2) The product is [Br:21][C:7]1[C:6]2[C:11](=[C:2]([F:1])[CH:3]=[C:4]([O:18][CH3:19])[CH:5]=2)[N:10]=[CH:9][C:8]=1[C:12]([O:14][CH2:15][CH3:16])=[O:13]. The yield is 0.820. The reactants are [F:1][C:2]1[CH:3]=[C:4]([O:18][CH3:19])[CH:5]=[C:6]2[C:11]=1[NH:10][CH:9]=[C:8]([C:12]([O:14][CH2:15][CH3:16])=[O:13])[C:7]2=O.P(Br)(Br)[Br:21].C(=O)(O)[O-].[Na+]. The catalyst is CN(C=O)C.O. (3) The reactants are [C:1]([O:5][C:6]([N:8]([C:13]1[CH:14]=[C:15]([C:21]2[CH:22]=[C:23]3[C:32](I)=[CH:31][N:30]([C:34]([O:36][C:37]([CH3:40])([CH3:39])[CH3:38])=[O:35])[C:24]3=[N:25][C:26]=2[CH:27]2[CH2:29][CH2:28]2)[CH:16]=[CH:17][C:18]=1[O:19][CH3:20])[S:9]([CH3:12])(=[O:11])=[O:10])=[O:7])([CH3:4])([CH3:3])[CH3:2].[F:41][C:42]1[CH:43]=[C:44]([CH:62]=[C:63]([F:65])[CH:64]=1)[CH2:45][N:46]1[C:50]([CH3:51])=[C:49](B2OC(C)(C)C(C)(C)O2)[C:48]([CH3:61])=[N:47]1.C(=O)([O-])[O-].[Na+].[Na+]. The catalyst is Cl[Pd](Cl)([P](C1C=CC=CC=1)(C1C=CC=CC=1)C1C=CC=CC=1)[P](C1C=CC=CC=1)(C1C=CC=CC=1)C1C=CC=CC=1.COCCOC.O. The product is [C:1]([O:5][C:6]([N:8]([C:13]1[CH:14]=[C:15]([C:21]2[CH:22]=[C:23]3[C:32]([C:49]4[C:48]([CH3:61])=[N:47][N:46]([CH2:45][C:44]5[CH:62]=[C:63]([F:65])[CH:64]=[C:42]([F:41])[CH:43]=5)[C:50]=4[CH3:51])=[CH:31][N:30]([C:34]([O:36][C:37]([CH3:40])([CH3:39])[CH3:38])=[O:35])[C:24]3=[N:25][C:26]=2[CH:27]2[CH2:29][CH2:28]2)[CH:16]=[CH:17][C:18]=1[O:19][CH3:20])[S:9]([CH3:12])(=[O:11])=[O:10])=[O:7])([CH3:4])([CH3:3])[CH3:2]. The yield is 0.410.